The task is: Predict the reactants needed to synthesize the given product.. This data is from Full USPTO retrosynthesis dataset with 1.9M reactions from patents (1976-2016). (1) Given the product [Br:1][C:2]1[N:7]=[C:6]([C@@H:8]2[C@@H:9]([C:10]3[CH:15]=[CH:14][CH:13]=[C:12]([O:16][CH3:17])[CH:11]=3)[O:26][C:20](=[O:21])[NH:19]2)[CH:5]=[CH:4][CH:3]=1, predict the reactants needed to synthesize it. The reactants are: [Br:1][C:2]1[N:7]=[C:6]([C@@H:8]([NH:19][C:20](=[O:26])[O:21]C(C)(C)C)[C@H:9](O)[C:10]2[CH:15]=[CH:14][CH:13]=[C:12]([O:16][CH3:17])[CH:11]=2)[CH:5]=[CH:4][CH:3]=1.C(N1C=CN=C1)(N1C=CN=C1)=O. (2) The reactants are: C(OC(=O)[NH:10][CH:11]1[CH2:16][CH2:15][CH:14]([OH:17])[C:13]([CH3:19])([CH3:18])[CH2:12]1)C1C=CC=CC=1.C(Cl)Cl. Given the product [NH2:10][CH:11]1[CH2:16][CH2:15][CH:14]([OH:17])[C:13]([CH3:19])([CH3:18])[CH2:12]1, predict the reactants needed to synthesize it. (3) The reactants are: [CH2:1]([N:3]1[C:7]2[CH:8]=[CH:9][C:10]([C:12](=[O:22])[C:13]3[CH:18]=[CH:17][C:16]([N+:19]([O-:21])=[O:20])=[CH:15][CH:14]=3)=[CH:11][C:6]=2[S:5][C:4]1=[O:23])[CH3:2].[BH4-].[Na+]. Given the product [CH2:1]([N:3]1[C:7]2[CH:8]=[CH:9][C:10]([CH:12]([OH:22])[C:13]3[CH:18]=[CH:17][C:16]([N+:19]([O-:21])=[O:20])=[CH:15][CH:14]=3)=[CH:11][C:6]=2[S:5][C:4]1=[O:23])[CH3:2], predict the reactants needed to synthesize it. (4) Given the product [F:8][C:4]1[CH:5]=[CH:6][CH:7]=[C:2]([F:1])[C:3]=1[C:9]1[C:18]2[CH:17]=[C:16]([CH:19]=[N:44][OH:45])[CH:15]=[CH:14][C:13]=2[C:12]2[N:21]([CH2:35][O:36][CH2:37][CH2:38][Si:39]([CH3:41])([CH3:42])[CH3:40])[N:22]=[C:23]([NH:24][CH:25]3[CH2:26][CH2:27][N:28]([S:31]([CH3:34])(=[O:33])=[O:32])[CH2:29][CH2:30]3)[C:11]=2[N:10]=1, predict the reactants needed to synthesize it. The reactants are: [F:1][C:2]1[CH:7]=[CH:6][CH:5]=[C:4]([F:8])[C:3]=1[C:9]1[C:18]2[CH:17]=[C:16]([CH:19]=O)[CH:15]=[CH:14][C:13]=2[C:12]2[N:21]([CH2:35][O:36][CH2:37][CH2:38][Si:39]([CH3:42])([CH3:41])[CH3:40])[N:22]=[C:23]([NH:24][CH:25]3[CH2:30][CH2:29][N:28]([S:31]([CH3:34])(=[O:33])=[O:32])[CH2:27][CH2:26]3)[C:11]=2[N:10]=1.Cl.[NH2:44][OH:45]. (5) Given the product [NH2:54][CH2:53][CH2:52][CH2:51][O:50][C:47]1[CH:48]=[CH:49][C:44]([NH:43][C:42](=[O:62])[C@@H:33]([NH:32][C:31](=[O:63])[CH2:30][NH:29][C:28](=[O:64])[C:24]2[CH:25]=[CH:26][CH:27]=[C:22]([N:21]=[C:9]3[NH:8][CH2:13][CH2:12][CH2:11][NH:10]3)[CH:23]=2)[CH2:34][C:35]([OH:37])=[O:36])=[CH:45][CH:46]=1.[F:65][C:66]([F:71])([F:70])[C:67]([O-:69])=[O:68], predict the reactants needed to synthesize it. The reactants are: C(OC([N:8]1[CH2:13][CH2:12][CH2:11][N:10](C(OC(C)(C)C)=O)[C:9]1=[N:21][C:22]1[CH:27]=[CH:26][CH:25]=[C:24]([C:28](=[O:64])[NH:29][CH2:30][C:31](=[O:63])[NH:32][C@H:33]([C:42](=[O:62])[NH:43][C:44]2[CH:49]=[CH:48][C:47]([O:50][CH2:51][CH2:52][CH2:53][NH:54]C(OC(C)(C)C)=O)=[CH:46][CH:45]=2)[CH2:34][C:35]([O:37]C(C)(C)C)=[O:36])[CH:23]=1)=O)(C)(C)C.[F:65][C:66]([F:71])([F:70])[C:67]([OH:69])=[O:68]. (6) Given the product [CH2:16]([O:20][C:21](=[O:25])[C@H:22]([CH3:24])[NH:23][C:13](=[O:15])[CH2:12][C:10]1[S:9][N:8]=[C:7]([C:1]2[CH:2]=[CH:3][CH:4]=[CH:5][CH:6]=2)[N:11]=1)[CH:17]([CH3:19])[CH3:18], predict the reactants needed to synthesize it. The reactants are: [C:1]1([C:7]2[N:11]=[C:10]([CH2:12][C:13]([OH:15])=O)[S:9][N:8]=2)[CH:6]=[CH:5][CH:4]=[CH:3][CH:2]=1.[CH2:16]([O:20][C:21](=[O:25])[C@H:22]([CH3:24])[NH2:23])[CH:17]([CH3:19])[CH3:18].